This data is from Reaction yield outcomes from USPTO patents with 853,638 reactions. The task is: Predict the reaction yield, written as a fraction of the theoretical maximum amount of product (1.0 means a 100% yield; for example, 0.34 means a 34% yield). (1) The reactants are C(Cl)CCl.[O:5]1[CH2:10][CH2:9][NH:8][C:7]2[N:11]=[CH:12][C:13](/[CH:15]=[CH:16]/[C:17]([OH:19])=O)=[CH:14][C:6]1=2.[CH3:20][N:21]1[C:29]2[C:24](=[CH:25][CH:26]=[CH:27][CH:28]=2)[CH:23]=[C:22]1[CH2:30][NH:31][CH3:32].C1C=CC2N(O)N=NC=2C=1.O.CCN(CC)CC. The catalyst is CN(C=O)C. The product is [O:5]1[CH2:10][CH2:9][NH:8][C:7]2[N:11]=[CH:12][C:13](/[CH:15]=[CH:16]/[C:17]([N:31]([CH3:32])[CH2:30][C:22]3[N:21]([CH3:20])[C:29]4[C:24]([CH:23]=3)=[CH:25][CH:26]=[CH:27][CH:28]=4)=[O:19])=[CH:14][C:6]1=2. The yield is 0.660. (2) The reactants are [Cl:1][C:2]1[CH:24]=[CH:23][C:5]([CH2:6][C:7]2[N:8]=[C:9]([N:17]3[CH2:22][CH2:21][O:20][CH2:19][CH2:18]3)[Se:10][C:11]=2[C:12]([O:14]CC)=[O:13])=[CH:4][CH:3]=1.[OH-].[Li+].O. The catalyst is C(O)(=O)C.O1CCCC1.CO. The product is [Cl:1][C:2]1[CH:24]=[CH:23][C:5]([CH2:6][C:7]2[N:8]=[C:9]([N:17]3[CH2:22][CH2:21][O:20][CH2:19][CH2:18]3)[Se:10][C:11]=2[C:12]([OH:14])=[O:13])=[CH:4][CH:3]=1. The yield is 0.890.